This data is from Catalyst prediction with 721,799 reactions and 888 catalyst types from USPTO. The task is: Predict which catalyst facilitates the given reaction. (1) Reactant: [I:1][C:2]1[C:6]([C:7](O)=[O:8])=[CH:5][N:4]([CH:10]2[CH2:15][CH2:14][CH2:13][CH2:12][O:11]2)[N:3]=1. Product: [I:1][C:2]1[C:6]([CH2:7][OH:8])=[CH:5][N:4]([CH:10]2[CH2:15][CH2:14][CH2:13][CH2:12][O:11]2)[N:3]=1. The catalyst class is: 1. (2) The catalyst class is: 380. Product: [C:1]([O:5][C:6]([N:8]1[CH2:13][CH2:12][N:11]([C:14]2[C:19]([CH3:20])=[CH:18][C:17]([C:22]#[N:23])=[CH:16][N:15]=2)[CH2:10][CH2:9]1)=[O:7])([CH3:4])([CH3:3])[CH3:2]. Reactant: [C:1]([O:5][C:6]([N:8]1[CH2:13][CH2:12][N:11]([C:14]2[C:19]([CH3:20])=[CH:18][C:17](Br)=[CH:16][N:15]=2)[CH2:10][CH2:9]1)=[O:7])([CH3:4])([CH3:3])[CH3:2].[CH3:22][N:23](C=O)C. (3) Reactant: [NH2:1][C:2]1[CH:3]=[C:4]([C:24](=[O:31])[NH:25][C:26]2[NH:27][CH:28]=[CH:29][N:30]=2)[C:5]2[N:9]=[C:8]([NH:10][C:11]([C:13]3[N:14]=[CH:15][C:16]4[C:21]([CH:22]=3)=[CH:20][CH:19]=[CH:18][CH:17]=4)=[O:12])[NH:7][C:6]=2[CH:23]=1.[C:32](Cl)(=[O:36])[CH:33]([CH3:35])[CH3:34]. The catalyst class is: 17. Product: [NH:30]1[CH:29]=[CH:28][N:27]=[C:26]1[NH:25][C:24]([C:4]1[C:5]2[N:9]=[C:8]([NH:10][C:11]([C:13]3[N:14]=[CH:15][C:16]4[C:21]([CH:22]=3)=[CH:20][CH:19]=[CH:18][CH:17]=4)=[O:12])[NH:7][C:6]=2[CH:23]=[C:2]([NH:1][C:32](=[O:36])[CH:33]([CH3:35])[CH3:34])[CH:3]=1)=[O:31]. (4) Reactant: [CH3:1][O:2][C:3]1[CH:10]=[CH:9][C:6]([CH2:7]Cl)=[CH:5][CH:4]=1.[K].[C:12]1(=[O:22])[NH:16][C:15](=[O:17])[C:14]2=[CH:18][CH:19]=[CH:20][CH:21]=[C:13]12. Product: [CH3:1][O:2][C:3]1[CH:10]=[CH:9][C:6]([CH2:7][N:16]2[C:15](=[O:17])[C:14]3=[CH:18][CH:19]=[CH:20][CH:21]=[C:13]3[C:12]2=[O:22])=[CH:5][CH:4]=1. The catalyst class is: 9.